This data is from Full USPTO retrosynthesis dataset with 1.9M reactions from patents (1976-2016). The task is: Predict the reactants needed to synthesize the given product. (1) Given the product [CH:1]([C:3]1[CH:4]=[CH:5][C:6]2[N:7]([C:9]([C:12]([O:14][CH2:15][CH3:16])=[O:13])=[CH:10][N:11]=2)[CH:8]=1)=[O:25], predict the reactants needed to synthesize it. The reactants are: [CH:1]([C:3]1[CH:4]=[CH:5][C:6]2[N:7]([C:9]([C:12]([O:14][CH2:15][CH3:16])=[O:13])=[CH:10][N:11]=2)[CH:8]=1)=C.N1C(C)=CC=CC=1C.[O:25]1CCOCC1.O. (2) Given the product [Cl:11][C:12]1[S:13][C:14]([CH2:17][NH:9][CH2:8][CH2:7][NH2:10])=[CH:15][N:16]=1, predict the reactants needed to synthesize it. The reactants are: C(=O)([O-])[O-].[K+].[K+].[CH2:7]([NH2:10])[CH2:8][NH2:9].[Cl:11][C:12]1[S:13][C:14]([CH2:17]Cl)=[CH:15][N:16]=1. (3) Given the product [CH2:25]([NH:32][C:17]1[CH:18]=[CH:19][CH:20]=[C:15]([O:14][CH2:7][C:8]2[CH:13]=[CH:12][CH:11]=[CH:10][CH:9]=2)[C:16]=1[N+:22]([O-:24])=[O:23])[C:26]1[CH:31]=[CH:30][CH:29]=[CH:28][CH:27]=1, predict the reactants needed to synthesize it. The reactants are: C(=O)([O-])[O-].[K+].[K+].[CH2:7]([O:14][C:15]1[CH:20]=[CH:19][CH:18]=[C:17](F)[C:16]=1[N+:22]([O-:24])=[O:23])[C:8]1[CH:13]=[CH:12][CH:11]=[CH:10][CH:9]=1.[CH2:25]([NH2:32])[C:26]1[CH:31]=[CH:30][CH:29]=[CH:28][CH:27]=1. (4) Given the product [Br:1][C:2]1[N:7]=[C:6]([C:8](=[O:11])[NH:9][CH3:10])[C:5]([NH:12][C:13]2[C:18]([C:19]([F:22])([F:20])[F:21])=[CH:17][N:16]=[C:15]([NH:23][C:24]3[CH:39]=[CH:38][C:27]([CH2:28][P:29](=[O:30])([OH:37])[O:33][CH:34]([CH3:35])[CH3:36])=[CH:26][C:25]=3[O:40][CH3:41])[N:14]=2)=[CH:4][CH:3]=1, predict the reactants needed to synthesize it. The reactants are: [Br:1][C:2]1[N:7]=[C:6]([C:8](=[O:11])[NH:9][CH3:10])[C:5]([NH:12][C:13]2[C:18]([C:19]([F:22])([F:21])[F:20])=[CH:17][N:16]=[C:15]([NH:23][C:24]3[CH:39]=[CH:38][C:27]([CH2:28][P:29](=[O:37])([O:33][CH:34]([CH3:36])[CH3:35])[O:30]CC)=[CH:26][C:25]=3[O:40][CH3:41])[N:14]=2)=[CH:4][CH:3]=1.[I-].[Na+]. (5) The reactants are: [CH3:1][O:2][CH2:3]Cl.C(N(C(C)C)C(C)C)C.[CH2:14]=[C:15]([CH2:18][CH3:19])[CH2:16][OH:17]. Given the product [CH3:1][O:2][CH2:3][O:17][CH2:16][C:15]([CH2:18][CH3:19])=[CH2:14], predict the reactants needed to synthesize it. (6) Given the product [Br:11][CH:1]([C:3]1[CH:10]=[CH:9][C:6]([C:7]#[N:8])=[CH:5][N:4]=1)[CH3:2], predict the reactants needed to synthesize it. The reactants are: [CH2:1]([C:3]1[CH:10]=[CH:9][C:6]([C:7]#[N:8])=[CH:5][N:4]=1)[CH3:2].[Br:11]N1C(=O)CCC1=O.N(C(C)(C)C#N)=NC(C)(C)C#N. (7) Given the product [C:18]([CH2:17][NH:16][C:14](=[O:15])[C@H:9]([CH2:10][CH:11]([CH3:13])[CH3:12])[NH:8][C:3]1[C:2]([C:36]2[CH:35]=[CH:34][C:33]([N:30]3[CH2:29][CH2:28][NH:27][CH2:32][CH2:31]3)=[CH:38][CH:37]=2)=[C:6]([CH3:7])[O:5][N:4]=1)#[N:19], predict the reactants needed to synthesize it. The reactants are: Br[C:2]1[C:3]([NH:8][C@H:9]([C:14]([NH:16][CH2:17][C:18]#[N:19])=[O:15])[CH2:10][CH:11]([CH3:13])[CH3:12])=[N:4][O:5][C:6]=1[CH3:7].C(OC([N:27]1[CH2:32][CH2:31][N:30]([C:33]2[CH:38]=[CH:37][C:36](B(O)O)=[CH:35][CH:34]=2)[CH2:29][CH2:28]1)=O)(C)(C)C. (8) Given the product [CH3:1][C:2]1[N:3]=[C:4]([C:7]([NH:12][NH2:13])=[O:9])[S:5][CH:6]=1, predict the reactants needed to synthesize it. The reactants are: [CH3:1][C:2]1[N:3]=[C:4]([C:7]([O:9]CC)=O)[S:5][CH:6]=1.[NH2:12][NH2:13].